From a dataset of Forward reaction prediction with 1.9M reactions from USPTO patents (1976-2016). Predict the product of the given reaction. (1) Given the reactants [CH3:1][C:2]1[CH:3]=[C:4]([C:18]([O:20][CH3:21])=[O:19])[C:5]([C:8]2[CH:13]=[CH:12][CH:11]=[C:10]([C:14]([O:16][CH3:17])=[O:15])[CH:9]=2)=[CH:6][CH:7]=1.C1C(=O)N([Br:29])C(=O)C1, predict the reaction product. The product is: [Br:29][CH2:1][C:2]1[CH:3]=[C:4]([C:18]([O:20][CH3:21])=[O:19])[C:5]([C:8]2[CH:13]=[CH:12][CH:11]=[C:10]([C:14]([O:16][CH3:17])=[O:15])[CH:9]=2)=[CH:6][CH:7]=1. (2) Given the reactants C(N(CC)CC)C.C(C(C(OCC)=O)C(OCC)=O)(=O)CC.[Cl:23][C:24](=[C:27]([C:33]([O:35][CH2:36][CH3:37])=[O:34])[C:28]([O:30][CH2:31][CH3:32])=[O:29])[CH2:25][CH3:26].P(Cl)(Cl)(Cl)=O, predict the reaction product. The product is: [Cl:23][C:24]([CH:27]([C:33]([O:35][CH2:36][CH3:37])=[O:34])[C:28]([O:30][CH2:31][CH3:32])=[O:29])=[CH:25][CH3:26]. (3) Given the reactants C[C@@H]1CCCN(C(C2C=C(C)C=CC=2C2C=NN(C)C=2)=O)[C@@H]1CNC1C=CC(C(F)(F)F)=CN=1.[NH2:35][CH2:36][C@@H:37]1[C@H:42]([CH3:43])[CH2:41][CH2:40][CH2:39][N:38]1[C:44]([C:46]1[CH:51]=[C:50]([CH3:52])[CH:49]=[CH:48][C:47]=1[N:53]1[N:57]=[CH:56][CH:55]=[N:54]1)=[O:45].Br[C:59]1[C:64]([F:65])=[CH:63][C:62]([C:66]([F:69])([F:68])[F:67])=[CH:61][N:60]=1, predict the reaction product. The product is: [F:65][C:64]1[C:59]([NH:35][CH2:36][C@@H:37]2[C@H:42]([CH3:43])[CH2:41][CH2:40][CH2:39][N:38]2[C:44]([C:46]2[CH:51]=[C:50]([CH3:52])[CH:49]=[CH:48][C:47]=2[N:53]2[N:57]=[CH:56][CH:55]=[N:54]2)=[O:45])=[N:60][CH:61]=[C:62]([C:66]([F:68])([F:67])[F:69])[CH:63]=1. (4) Given the reactants [OH:1][CH2:2][C:3]1[CH:48]=[CH:47][CH:46]=[CH:45][C:4]=1[C:5]([O:7][C@:8]([C:37]1[CH:42]=[CH:41][C:40]([F:43])=[CH:39][C:38]=1[F:44])([CH2:31][N:32]1[CH:36]=[N:35][CH:34]=[N:33]1)[C@H:9]([S:11][C@@H:12]1[CH2:17][O:16][C@@H:15](/[CH:18]=[CH:19]/[CH:20]=[CH:21]/[C:22]2[CH:27]=[CH:26][C:25]([C:28]#[N:29])=[CH:24][C:23]=2[F:30])[O:14][CH2:13]1)[CH3:10])=[O:6].N1C=NN=N1.[CH2:54]([O:57][P:58]([O:66][CH2:67][CH:68]=[CH2:69])N(C(C)C)C(C)C)[CH:55]=[CH2:56].C([OH:73])C=C.C(OO)(C)(C)C.C(=O)([O-])O.[Na+].S([O-])([O-])(=O)=S.[Na+].[Na+], predict the reaction product. The product is: [CH2:67]([O:66][P:58]([O:1][CH2:2][C:3]1[CH:48]=[CH:47][CH:46]=[CH:45][C:4]=1[C:5]([O:7][C@:8]([C:37]1[CH:42]=[CH:41][C:40]([F:43])=[CH:39][C:38]=1[F:44])([CH2:31][N:32]1[CH:36]=[N:35][CH:34]=[N:33]1)[C@H:9]([S:11][C@@H:12]1[CH2:17][O:16][C@@H:15](/[CH:18]=[CH:19]/[CH:20]=[CH:21]/[C:22]2[CH:27]=[CH:26][C:25]([C:28]#[N:29])=[CH:24][C:23]=2[F:30])[O:14][CH2:13]1)[CH3:10])=[O:6])([O:57][CH2:54][CH:55]=[CH2:56])=[O:73])[CH:68]=[CH2:69].